Dataset: Full USPTO retrosynthesis dataset with 1.9M reactions from patents (1976-2016). Task: Predict the reactants needed to synthesize the given product. (1) The reactants are: [Cl:1][C:2]1[N:3]=[C:4](Cl)[C:5]2[CH:10]=[CH:9][N:8]([S:11]([C:14]3[CH:20]=[CH:19][C:17]([CH3:18])=[CH:16][CH:15]=3)(=[O:13])=[O:12])[C:6]=2[N:7]=1.[NH2:22][C:23]1[CH:24]=[C:25]([S:29]([NH2:32])(=[O:31])=[O:30])[CH:26]=[CH:27][CH:28]=1.C(N(CC)CC)C.O. Given the product [Cl:1][C:2]1[N:3]=[C:4]([NH:22][C:23]2[CH:28]=[CH:27][CH:26]=[C:25]([S:29]([NH2:32])(=[O:30])=[O:31])[CH:24]=2)[C:5]2[CH:10]=[CH:9][N:8]([S:11]([C:14]3[CH:20]=[CH:19][C:17]([CH3:18])=[CH:16][CH:15]=3)(=[O:13])=[O:12])[C:6]=2[N:7]=1, predict the reactants needed to synthesize it. (2) Given the product [Cl:34][C:35]1[CH:36]=[C:37]([C:45]2[O:49][N:48]=[C:47]([C:50]3[CH:51]=[CH:52][CH:53]=[C:54]4[C:58]=3[N:57]([CH3:59])[CH:56]=[C:55]4/[CH:24]=[CH:4]/[O:3][CH3:2])[N:46]=2)[CH:38]=[CH:39][C:40]=1[O:41][CH:42]([CH3:43])[CH3:44], predict the reactants needed to synthesize it. The reactants are: [Cl-].[CH3:2][O:3][CH2:4][P+](C1C=CC=CC=1)(C1C=CC=CC=1)C1C=CC=CC=1.[CH3:24][Si]([N-][Si](C)(C)C)(C)C.[Na+].[Cl:34][C:35]1[CH:36]=[C:37]([C:45]2[O:49][N:48]=[C:47]([C:50]3[CH:51]=[CH:52][CH:53]=[C:54]4[C:58]=3[N:57]([CH3:59])[CH:56]=[C:55]4C=O)[N:46]=2)[CH:38]=[CH:39][C:40]=1[O:41][CH:42]([CH3:44])[CH3:43].